Dataset: TCR-epitope binding with 47,182 pairs between 192 epitopes and 23,139 TCRs. Task: Binary Classification. Given a T-cell receptor sequence (or CDR3 region) and an epitope sequence, predict whether binding occurs between them. (1) The epitope is FIAGLIAIV. The TCR CDR3 sequence is CSVDPGALTEAFF. Result: 1 (the TCR binds to the epitope). (2) The epitope is RISNCVADY. The TCR CDR3 sequence is CASSFVDRAETQYF. Result: 0 (the TCR does not bind to the epitope). (3) The epitope is TPQDLNTML. The TCR CDR3 sequence is CASSPQTAGELFF. Result: 0 (the TCR does not bind to the epitope). (4) The epitope is SQASSRSSSR. The TCR CDR3 sequence is CASSSKDSPLHF. Result: 0 (the TCR does not bind to the epitope). (5) The epitope is GVAMPNLYK. The TCR CDR3 sequence is CASSLRLNEQFF. Result: 1 (the TCR binds to the epitope). (6) The epitope is NYSGVVTTVMF. The TCR CDR3 sequence is CAISDSPNTGELFF. Result: 0 (the TCR does not bind to the epitope).